This data is from Catalyst prediction with 721,799 reactions and 888 catalyst types from USPTO. The task is: Predict which catalyst facilitates the given reaction. Reactant: [NH2:1][C:2]1[C:3]([C:13]([OH:15])=O)=[N:4][C:5]([Br:12])=[C:6]([C:8]([F:11])([F:10])[F:9])[CH:7]=1.[NH:16]([C:18](=[O:37])[C@H:19]([NH:26][C:27](=[O:36])[O:28][CH2:29][C:30]1[CH:35]=[CH:34][CH:33]=[CH:32][CH:31]=1)[C:20]1[CH:25]=[CH:24][CH:23]=[CH:22][CH:21]=1)[NH2:17].CN(C(ON1N=NC2C=CC=NC1=2)=[N+](C)C)C.F[P-](F)(F)(F)(F)F.CCOC(C)=O. Product: [NH2:1][C:2]1[C:3]([C:13]([NH:17][NH:16][C:18](=[O:37])[C@H:19]([NH:26][C:27](=[O:36])[O:28][CH2:29][C:30]2[CH:31]=[CH:32][CH:33]=[CH:34][CH:35]=2)[C:20]2[CH:21]=[CH:22][CH:23]=[CH:24][CH:25]=2)=[O:15])=[N:4][C:5]([Br:12])=[C:6]([C:8]([F:9])([F:10])[F:11])[CH:7]=1. The catalyst class is: 37.